This data is from Full USPTO retrosynthesis dataset with 1.9M reactions from patents (1976-2016). The task is: Predict the reactants needed to synthesize the given product. (1) Given the product [CH3:15][O:16][C:17](=[O:28])[CH:18]=[CH:19][C:20]1[CH:25]=[CH:24][C:23]([F:26])=[C:22]([NH:27][C:12]([C:10]2[O:11][C:7]([C:1]3[CH:2]=[CH:3][CH:4]=[CH:5][CH:6]=3)=[CH:8][CH:9]=2)=[O:14])[CH:21]=1, predict the reactants needed to synthesize it. The reactants are: [C:1]1([C:7]2[O:11][C:10]([C:12]([OH:14])=O)=[CH:9][CH:8]=2)[CH:6]=[CH:5][CH:4]=[CH:3][CH:2]=1.[CH3:15][O:16][C:17](=[O:28])[CH:18]=[CH:19][C:20]1[CH:25]=[CH:24][C:23]([F:26])=[C:22]([NH2:27])[CH:21]=1.CCN(C(C)C)C(C)C.CN(C(ON1N=NC2C=CC=CC1=2)=[N+](C)C)C.[B-](F)(F)(F)F. (2) Given the product [CH3:1][N:2]([CH3:30])[S:3]([N:6]1[CH:10]=[C:9]([CH:11]([OH:22])[C:12]2[CH:21]=[CH:20][C:19]3[C:14](=[CH:15][CH:16]=[CH:17][CH:18]=3)[CH:13]=2)[N:8]=[CH:7]1)(=[O:4])=[O:5], predict the reactants needed to synthesize it. The reactants are: [CH3:1][N:2]([CH3:30])[S:3]([N:6]1[CH:10]=[C:9]([CH:11]([OH:22])[C:12]2[CH:21]=[CH:20][C:19]3[C:14](=[CH:15][CH:16]=[CH:17][CH:18]=3)[CH:13]=2)[N:8]=[C:7]1[Si](C(C)(C)C)(C)C)(=[O:5])=[O:4].[F-].C([N+](CCCC)(CCCC)CCCC)CCC. (3) Given the product [F:1][C:2]([F:7])([F:6])[C:3]([OH:5])=[O:4].[F:8][C:9]([F:14])([F:13])[C:10]([OH:12])=[O:11].[Cl:22][C:23]1[CH:24]=[N:25][C:26]2[NH:27][C:28]3[CH:29]=[N:30][CH:31]=[C:32]([CH:45]=3)[CH2:33][CH2:34][C:35]3[CH:43]=[C:39]([NH:40][C:41]=1[N:42]=2)[CH:38]=[CH:37][C:36]=3[NH:44][C:60](=[O:61])[CH2:59][CH:56]1[CH2:57][CH2:58][N:53]([C:51]([O:50][C:46]([CH3:48])([CH3:47])[CH3:49])=[O:52])[CH2:54][CH2:55]1, predict the reactants needed to synthesize it. The reactants are: [F:1][C:2]([F:7])([F:6])[C:3]([OH:5])=[O:4].[F:8][C:9]([F:14])([F:13])[C:10]([OH:12])=[O:11].FC(F)(F)C(O)=O.[Cl:22][C:23]1[CH:24]=[N:25][C:26]2[NH:27][C:28]3[CH:29]=[N:30][CH:31]=[C:32]([CH:45]=3)[CH2:33][CH2:34][C:35]3[CH:43]=[C:39]([NH:40][C:41]=1[N:42]=2)[CH:38]=[CH:37][C:36]=3[NH2:44].[C:46]([O:50][C:51]([N:53]1[CH2:58][CH2:57][CH:56]([CH2:59][C:60](O)=[O:61])[CH2:55][CH2:54]1)=[O:52])([CH3:49])([CH3:48])[CH3:47].